This data is from Forward reaction prediction with 1.9M reactions from USPTO patents (1976-2016). The task is: Predict the product of the given reaction. The product is: [F:1][C:2]1[CH:14]=[C:13]([CH2:15][O:16][C:17]2[CH:22]=[CH:21][C:20]([CH2:23][CH2:24][C:25]([OH:27])=[O:26])=[C:19]([CH3:32])[C:18]=2[CH3:33])[C:5]2[N:6]=[C:7]([C:9]([F:10])([F:11])[F:12])[S:8][C:4]=2[CH:3]=1. Given the reactants [F:1][C:2]1[CH:14]=[C:13]([CH2:15][O:16][C:17]2[CH:22]=[CH:21][C:20]([CH2:23][CH2:24][C:25]([O:27]C(C)(C)C)=[O:26])=[C:19]([CH3:32])[C:18]=2[CH3:33])[C:5]2[N:6]=[C:7]([C:9]([F:12])([F:11])[F:10])[S:8][C:4]=2[CH:3]=1.FC(F)(F)C(O)=O, predict the reaction product.